This data is from Reaction yield outcomes from USPTO patents with 853,638 reactions. The task is: Predict the reaction yield, written as a fraction of the theoretical maximum amount of product (1.0 means a 100% yield; for example, 0.34 means a 34% yield). The reactants are [F:1][C:2]1[CH:10]=[C:9]([F:11])[CH:8]=[CH:7][C:3]=1[C:4]([OH:6])=O.C(N1C=CN=C1)(N1C=CN=C1)=O.[Mg+].[C:25]([O:31][CH2:32][CH3:33])(=[O:30])[CH2:26]C([O-])=O.Cl. The catalyst is O1CCCC1.O.C(OCC)(=O)C. The product is [F:1][C:2]1[CH:10]=[C:9]([F:11])[CH:8]=[CH:7][C:3]=1[C:4](=[O:6])[CH2:26][C:25]([O:31][CH2:32][CH3:33])=[O:30]. The yield is 0.740.